From a dataset of Forward reaction prediction with 1.9M reactions from USPTO patents (1976-2016). Predict the product of the given reaction. (1) Given the reactants [Cl:1][C:2]1[CH:3]=[C:4]([C:10]([OH:12])=[O:11])[CH:5]=[N:6][C:7]=1[NH:8][NH2:9].[Cl:13][C:14]1[CH:19]=[CH:18][C:17]([CH:20]([N:27]=[C:28]=[S:29])[C:21]2[CH:26]=[CH:25][CH:24]=[CH:23][CH:22]=2)=[CH:16][CH:15]=1, predict the reaction product. The product is: [Cl:1][C:2]1[CH:3]=[C:4]([C:10]([OH:12])=[O:11])[CH:5]=[N:6][C:7]=1[NH:8][NH:9][C:28]([NH:27][CH:20]([C:17]1[CH:16]=[CH:15][C:14]([Cl:13])=[CH:19][CH:18]=1)[C:21]1[CH:22]=[CH:23][CH:24]=[CH:25][CH:26]=1)=[S:29]. (2) Given the reactants [CH3:1][O:2][C:3]1[CH:8]=[C:7]([CH3:9])[C:6]([N:10]2[C:14]3=[N:15][C:16]([CH3:27])=[CH:17][C:18](OS(C(F)(F)F)(=O)=O)=[C:13]3[C:12]([CH3:28])=[CH:11]2)=[C:5]([CH3:29])[CH:4]=1.C(N(CC)C(C)C)(C)C.[NH:39]1[CH2:44][CH2:43][CH:42]([CH2:45][C:46]#[N:47])[CH2:41][CH2:40]1.C(OCC)(=O)C, predict the reaction product. The product is: [CH3:1][O:2][C:3]1[CH:4]=[C:5]([CH3:29])[C:6]([N:10]2[C:14]3=[N:15][C:16]([CH3:27])=[CH:17][C:18]([N:39]4[CH2:44][CH2:43][CH:42]([CH2:45][C:46]#[N:47])[CH2:41][CH2:40]4)=[C:13]3[C:12]([CH3:28])=[CH:11]2)=[C:7]([CH3:9])[CH:8]=1. (3) Given the reactants [BH4-].[Na+].[Cl:3][C:4]1[CH:9]=[CH:8][C:7]([C:10]2[N:11]=[C:12]3[CH:17]=[CH:16][C:15]([C:18]4[O:22][C:21]([CH:23]=[O:24])=[CH:20][CH:19]=4)=[CH:14][N:13]3[CH:25]=2)=[CH:6][CH:5]=1, predict the reaction product. The product is: [Cl:3][C:4]1[CH:9]=[CH:8][C:7]([C:10]2[N:11]=[C:12]3[CH:17]=[CH:16][C:15]([C:18]4[O:22][C:21]([CH2:23][OH:24])=[CH:20][CH:19]=4)=[CH:14][N:13]3[CH:25]=2)=[CH:6][CH:5]=1. (4) Given the reactants Br[C:2]1[CH:7]=[CH:6][C:5]([C:8]2[CH:13]=[CH:12][C:11]([CH2:14][CH2:15][CH2:16][CH2:17][CH2:18][CH2:19][CH3:20])=[CH:10][CH:9]=2)=[CH:4][CH:3]=1.[NH2:21][C:22]1[N:23]([CH3:28])[N:24]=[CH:25][C:26]=1[Br:27].CC(C)([O-])C.[Na+].C1C=CC(P(C2C(C3C(P(C4C=CC=CC=4)C4C=CC=CC=4)=CC=C4C=3C=CC=C4)=C3C(C=CC=C3)=CC=2)C2C=CC=CC=2)=CC=1, predict the reaction product. The product is: [Br:27][C:26]1[CH:25]=[N:24][N:23]([CH3:28])[C:22]=1[NH:21][C:2]1[CH:7]=[CH:6][C:5]([C:8]2[CH:13]=[CH:12][C:11]([CH2:14][CH2:15][CH2:16][CH2:17][CH2:18][CH2:19][CH3:20])=[CH:10][CH:9]=2)=[CH:4][CH:3]=1.